Dataset: PAMPA (Parallel Artificial Membrane Permeability Assay) permeability data from NCATS. Task: Regression/Classification. Given a drug SMILES string, predict its absorption, distribution, metabolism, or excretion properties. Task type varies by dataset: regression for continuous measurements (e.g., permeability, clearance, half-life) or binary classification for categorical outcomes (e.g., BBB penetration, CYP inhibition). Dataset: pampa_ncats. (1) The result is 1 (high permeability). The compound is CN(C1=CC=C(C=C1)C#N)C(=O)C2=CN3C(=CN=C3C=N2)C4=CC=C(C=C4)C(F)(F)F. (2) The compound is C1CN(CCC1C(=O)NCCC2=CC=CC=C2)C3=NC(=CS3)C4=CC=C(C=C4)Br. The result is 0 (low-to-moderate permeability). (3) The compound is C1COCC=C1C2=C3C=CN(C3=CC(=N2)C4=CC5=C(CNC5=O)C=C4)CC6=CN=CC=C6. The result is 1 (high permeability). (4) The molecule is CC1=CC(=NC=C1)NC(=S)N2CCN(CC2)C3=CC=C(C=C3)C(F)(F)F. The result is 1 (high permeability). (5) The molecule is CS(=O)(=O)C1=CC=CC(=C1)C2=CSC(=N2)N3CCC(CC3)C(=O)N. The result is 1 (high permeability).